From a dataset of Forward reaction prediction with 1.9M reactions from USPTO patents (1976-2016). Predict the product of the given reaction. (1) Given the reactants [CH3:1][C:2]1([S:15]([CH3:18])(=[O:17])=[O:16])[CH2:7][CH2:6][N:5](C(OC(C)(C)C)=O)[CH2:4][CH2:3]1.C(O)(C(F)(F)F)=O, predict the reaction product. The product is: [CH3:1][C:2]1([S:15]([CH3:18])(=[O:17])=[O:16])[CH2:3][CH2:4][NH:5][CH2:6][CH2:7]1. (2) Given the reactants [NH:1]1[C:5]2=[N:6][CH:7]=[CH:8][CH:9]=[C:4]2[CH:3]=[C:2]1[C:10](OC)=[O:11].[H-].[H-].[H-].[H-].[Li+].[Al+3], predict the reaction product. The product is: [NH:1]1[C:5]2=[N:6][CH:7]=[CH:8][CH:9]=[C:4]2[CH:3]=[C:2]1[CH2:10][OH:11]. (3) The product is: [CH:15]([NH:18][C:19]([C:21]1[S:25][C:24]([O:13][CH2:12][C:11]2[C:7]([CH2:3][CH2:4][CH2:5][CH3:6])=[N:8][O:9][C:10]=2[CH3:14])=[N:23][CH:22]=1)=[O:20])([CH3:17])[CH3:16]. Given the reactants [H-].[Na+].[CH2:3]([C:7]1[C:11]([CH2:12][OH:13])=[C:10]([CH3:14])[O:9][N:8]=1)[CH2:4][CH2:5][CH3:6].[CH:15]([NH:18][C:19]([C:21]1[S:25][C:24](Cl)=[N:23][CH:22]=1)=[O:20])([CH3:17])[CH3:16].O, predict the reaction product.